Dataset: Forward reaction prediction with 1.9M reactions from USPTO patents (1976-2016). Task: Predict the product of the given reaction. (1) Given the reactants [Cl:1][C:2]1[N:3]=[C:4]([N:14]2[CH2:19][CH2:18][O:17][CH2:16][CH2:15]2)[C:5]2[S:10][C:9]([CH2:11][NH:12][CH3:13])=[CH:8][C:6]=2[N:7]=1.[C:20]([O:24][C:25]([N:27]1[CH2:32][CH2:31][CH:30]([CH:33]=O)[CH2:29][CH2:28]1)=[O:26])([CH3:23])([CH3:22])[CH3:21], predict the reaction product. The product is: [C:20]([O:24][C:25]([N:27]1[CH2:28][CH2:29][CH:30]([CH2:33][N:12]([CH2:11][C:9]2[S:10][C:5]3[C:4]([N:14]4[CH2:15][CH2:16][O:17][CH2:18][CH2:19]4)=[N:3][C:2]([Cl:1])=[N:7][C:6]=3[CH:8]=2)[CH3:13])[CH2:31][CH2:32]1)=[O:26])([CH3:21])([CH3:22])[CH3:23]. (2) Given the reactants [NH2:1][C:2]1[N:23]=[C:22](Cl)[CH:21]=[CH:20][C:3]=1[C:4]([NH:6][CH2:7][C:8]1[S:9][C:10]([O:13][C:14]2[CH:19]=[CH:18][CH:17]=[CH:16][CH:15]=2)=[CH:11][CH:12]=1)=[O:5].C1C=CC(CC(NCN[C@H](C(O)=O)CC2C=CC([N+]([O-])=O)=CC=2)=O)=CC=1.[CH2:51]([NH2:58])[C:52]1[CH:57]=[CH:56][CH:55]=[CH:54][CH:53]=1.C(N(CC)C(C)C)(C)C.FC(F)(F)C(O)=O, predict the reaction product. The product is: [NH2:1][C:2]1[N:23]=[C:22]([NH:58][CH2:51][C:52]2[CH:57]=[CH:56][CH:55]=[CH:54][CH:53]=2)[CH:21]=[CH:20][C:3]=1[C:4]([NH:6][CH2:7][C:8]1[S:9][C:10]([O:13][C:14]2[CH:19]=[CH:18][CH:17]=[CH:16][CH:15]=2)=[CH:11][CH:12]=1)=[O:5]. (3) Given the reactants I[C:2]1[CH:7]=[CH:6][CH:5]=[CH:4][C:3]=1[O:8][CH3:9].[NH:10]1[CH2:15][CH2:14][O:13][CH2:12][CH2:11]1.CC1(C)C2C(=C(P(C3C=CC=CC=3)C3C=CC=CC=3)C=CC=2)OC2C(P(C3C=CC=CC=3)C3C=CC=CC=3)=CC=CC1=2.C(O[Na])(C)(C)C, predict the reaction product. The product is: [CH3:9][O:8][C:3]1[CH:4]=[CH:5][CH:6]=[CH:7][C:2]=1[N:10]1[CH2:15][CH2:14][O:13][CH2:12][CH2:11]1. (4) Given the reactants [C:1]([C:3]1[CH:4]=[C:5]([CH:13]([CH2:17][CH:18]2[CH2:22][CH2:21][CH2:20][CH2:19]2)[C:14](O)=[O:15])[CH:6]=[CH:7][C:8]=1[S:9]([CH3:12])(=[O:11])=[O:10])#[N:2].C(N(CC)CC)C.F[P-](F)(F)(F)(F)F.N1(O[P+](N(C)C)(N(C)C)N(C)C)C2C=CC=CC=2N=N1.[NH2:57][C:58]1[NH:59][C:60]2[CH:66]=[CH:65][CH:64]=[CH:63][C:61]=2[N:62]=1, predict the reaction product. The product is: [NH:59]1[C:60]2[CH:66]=[CH:65][CH:64]=[CH:63][C:61]=2[N:62]=[C:58]1[NH:57][C:14](=[O:15])[CH:13]([C:5]1[CH:6]=[CH:7][C:8]([S:9]([CH3:12])(=[O:10])=[O:11])=[C:3]([C:1]#[N:2])[CH:4]=1)[CH2:17][CH:18]1[CH2:19][CH2:20][CH2:21][CH2:22]1. (5) The product is: [F:8][C:9]1[CH:14]=[CH:13][C:12]([C:15]2[CH:20]=[CH:19][C:18]([NH:21][CH2:22][C:23]3[CH:28]=[CH:27][C:26]([C:29]([CH3:31])=[CH2:30])=[CH:25][C:24]=3[C:32]3[CH:33]=[CH:34][C:35]([C:38]([NH:40][CH2:41][CH2:42][C:43]([OH:45])=[O:44])=[O:39])=[N:36][CH:37]=3)=[CH:17][CH:16]=2)=[CH:11][CH:10]=1. Given the reactants [OH-].[Na+].C1COCC1.[F:8][C:9]1[CH:14]=[CH:13][C:12]([C:15]2[CH:20]=[CH:19][C:18]([NH:21][CH2:22][C:23]3[CH:28]=[CH:27][C:26]([C:29]([CH3:31])=[CH2:30])=[CH:25][C:24]=3[C:32]3[CH:33]=[CH:34][C:35]([C:38]([NH:40][CH2:41][CH2:42][C:43]([O:45]CC)=[O:44])=[O:39])=[N:36][CH:37]=3)=[CH:17][CH:16]=2)=[CH:11][CH:10]=1.Cl, predict the reaction product. (6) The product is: [N:1]1[CH:6]=[CH:5][CH:4]=[CH:3][C:2]=1[CH:7]([CH2:11][CH:12]1[CH2:17][CH2:16][O:15][CH2:14][CH2:13]1)[C:8]#[N:9]. Given the reactants [N:1]1[CH:6]=[CH:5][CH:4]=[CH:3][C:2]=1[CH2:7][C:8]#[N:9].Br[CH2:11][CH:12]1[CH2:17][CH2:16][O:15][CH2:14][CH2:13]1, predict the reaction product. (7) Given the reactants [Br:1][C:2]1[CH:3]=[C:4]2[C:9](=[CH:10][CH:11]=1)[N:8]([CH:12]1[CH2:21][CH2:20][C:15]3(OCC[O:16]3)[CH2:14][CH2:13]1)[CH2:7][CH2:6][CH2:5]2.Cl, predict the reaction product. The product is: [Br:1][C:2]1[CH:3]=[C:4]2[C:9](=[CH:10][CH:11]=1)[N:8]([CH:12]1[CH2:21][CH2:20][C:15](=[O:16])[CH2:14][CH2:13]1)[CH2:7][CH2:6][CH2:5]2. (8) Given the reactants Cl[CH2:2][C:3]1[N:7]([CH2:8][C:9]([O:11]CC)=O)[N:6]=[C:5]([N+:14]([O-:16])=[O:15])[CH:4]=1.[CH3:17][NH2:18], predict the reaction product. The product is: [CH3:17][N:18]1[C:9](=[O:11])[CH2:8][N:7]2[N:6]=[C:5]([N+:14]([O-:16])=[O:15])[CH:4]=[C:3]2[CH2:2]1. (9) The product is: [CH2:1]([O:3][C:4]1[C:13]([C:14]([OH:16])=[O:15])=[C:12]2[C:7]([CH:8]=[CH:9][CH:10]=[N:11]2)=[CH:6][CH:5]=1)[CH3:2]. Given the reactants [CH2:1]([O:3][C:4]1[C:13]([C:14]([O:16]CC)=[O:15])=[C:12]2[C:7]([CH:8]=[CH:9][CH:10]=[N:11]2)=[CH:6][CH:5]=1)[CH3:2].O[Li].O.CO.Cl, predict the reaction product. (10) Given the reactants [C:1]([C:5]1[N:6]=[C:7]2[CH:12]=[C:11]([C:13](O)=[O:14])[CH:10]=[CH:9][N:8]2[C:16]=1[CH2:17][CH:18]1[CH2:23][CH2:22][CH2:21][CH2:20][CH2:19]1)([CH3:4])([CH3:3])[CH3:2].C(N1C=CN=C1)(N1C=CN=C1)=O.O.[NH2:37][NH2:38].O, predict the reaction product. The product is: [C:1]([C:5]1[N:6]=[C:7]2[CH:12]=[C:11]([C:13]([NH:37][NH2:38])=[O:14])[CH:10]=[CH:9][N:8]2[C:16]=1[CH2:17][CH:18]1[CH2:23][CH2:22][CH2:21][CH2:20][CH2:19]1)([CH3:4])([CH3:3])[CH3:2].